Dataset: Forward reaction prediction with 1.9M reactions from USPTO patents (1976-2016). Task: Predict the product of the given reaction. (1) The product is: [Cl:18][C:15]1[CH:16]=[CH:17][C:12]([C:4]2[N:3]=[C:2]([NH:31][C:28]3[CH:27]=[CH:26][C:25]([C:22]4[O:21][C:20]([CH3:19])=[N:24][CH:23]=4)=[CH:30][CH:29]=3)[N:7]=[C:6]([C:8]([OH:11])([CH3:10])[CH3:9])[CH:5]=2)=[CH:13][CH:14]=1. Given the reactants Cl[C:2]1[N:7]=[C:6]([C:8]([OH:11])([CH3:10])[CH3:9])[CH:5]=[C:4]([C:12]2[CH:17]=[CH:16][C:15]([Cl:18])=[CH:14][CH:13]=2)[N:3]=1.[CH3:19][C:20]1[O:21][C:22]([C:25]2[CH:30]=[CH:29][C:28]([NH2:31])=[CH:27][CH:26]=2)=[CH:23][N:24]=1, predict the reaction product. (2) Given the reactants [NH:1]1[C:9]2[C:4](=[CH:5][C:6]([NH:10][C:11]3[C:20]4[C:15](=[CH:16][CH:17]=[CH:18][CH:19]=4)[N:14]=[C:13]([C:21]4[CH:22]=[C:23]([CH:41]=[CH:42][CH:43]=4)[O:24][CH2:25][C:26]([NH:28][C@H:29]4[CH2:33][CH2:32][N:31](C(OC(C)(C)C)=O)[CH2:30]4)=[O:27])[N:12]=3)=[CH:7][CH:8]=2)[CH:3]=[N:2]1.C(O)(C(F)(F)F)=O, predict the reaction product. The product is: [NH:1]1[C:9]2[C:4](=[CH:5][C:6]([NH:10][C:11]3[C:20]4[C:15](=[CH:16][CH:17]=[CH:18][CH:19]=4)[N:14]=[C:13]([C:21]4[CH:22]=[C:23]([CH:41]=[CH:42][CH:43]=4)[O:24][CH2:25][C:26]([NH:28][C@H:29]4[CH2:33][CH2:32][NH:31][CH2:30]4)=[O:27])[N:12]=3)=[CH:7][CH:8]=2)[CH:3]=[N:2]1.